This data is from Full USPTO retrosynthesis dataset with 1.9M reactions from patents (1976-2016). The task is: Predict the reactants needed to synthesize the given product. (1) Given the product [C:15]([C:19]1[CH:29]=[CH:28][C:22]([O:23][CH2:24][C:25]([NH:2][CH2:3][C:4]2[CH:5]=[CH:6][C:7]([NH:10][S:11]([CH3:14])(=[O:13])=[O:12])=[CH:8][CH:9]=2)=[O:26])=[CH:21][CH:20]=1)([CH3:18])([CH3:16])[CH3:17], predict the reactants needed to synthesize it. The reactants are: Cl.[NH2:2][CH2:3][C:4]1[CH:9]=[CH:8][C:7]([NH:10][S:11]([CH3:14])(=[O:13])=[O:12])=[CH:6][CH:5]=1.[C:15]([C:19]1[CH:29]=[CH:28][C:22]([O:23][CH2:24][C:25](Cl)=[O:26])=[CH:21][CH:20]=1)([CH3:18])([CH3:17])[CH3:16]. (2) The reactants are: Br[C:2]1[CH:3]=[CH:4][C:5]([F:10])=[C:6]([CH:9]=1)[C:7]#[N:8].[C:11](=[NH:24])([C:18]1[CH:23]=[CH:22][CH:21]=[CH:20][CH:19]=1)[C:12]1[CH:17]=[CH:16][CH:15]=[CH:14][CH:13]=1.C([O-])([O-])=O.[Cs+].[Cs+]. Given the product [C:11](=[N:24][C:2]1[CH:3]=[CH:4][C:5]([F:10])=[C:6]([CH:9]=1)[C:7]#[N:8])([C:18]1[CH:19]=[CH:20][CH:21]=[CH:22][CH:23]=1)[C:12]1[CH:17]=[CH:16][CH:15]=[CH:14][CH:13]=1, predict the reactants needed to synthesize it.